Dataset: Forward reaction prediction with 1.9M reactions from USPTO patents (1976-2016). Task: Predict the product of the given reaction. (1) Given the reactants F[C:2]1[C:7]([F:8])=[C:6](F)[N:5]=[CH:4][N:3]=1.C(=O)([O-])[O-].[K+].[K+].[CH2:16]([OH:20])[C:17]#[C:18][CH3:19].[CH3:21][C:22]1([CH3:27])[CH2:26][CH2:25][NH:24][CH2:23]1, predict the reaction product. The product is: [CH2:16]([O:20][C:2]1[C:7]([F:8])=[C:6]([N:24]2[CH2:25][CH2:26][C:22]([CH3:27])([CH3:21])[CH2:23]2)[N:5]=[CH:4][N:3]=1)[C:17]#[C:18][CH3:19]. (2) Given the reactants [NH:1]1[C:9]2[C:4](=[CH:5][CH:6]=[CH:7][CH:8]=2)[C:3]([CH:10]2[CH2:15][CH2:14][CH:13]([NH:16][CH:17]([CH:22]3[CH2:27][CH2:26][NH:25][CH2:24][CH2:23]3)[C:18]([O:20][CH3:21])=[O:19])[CH2:12][CH2:11]2)=[CH:2]1.[F:28][C:29]1[CH:30]=[C:31]([CH:37]=[C:38]([F:41])[C:39]=1[F:40])/[CH:32]=[CH:33]/[C:34](O)=[O:35], predict the reaction product. The product is: [NH:1]1[C:9]2[C:4](=[CH:5][CH:6]=[CH:7][CH:8]=2)[C:3]([C@H:10]2[CH2:15][CH2:14][C@H:13]([NH:16][CH:17]([CH:22]3[CH2:23][CH2:24][N:25]([C:34](=[O:35])/[CH:33]=[CH:32]/[C:31]4[CH:30]=[C:29]([F:28])[C:39]([F:40])=[C:38]([F:41])[CH:37]=4)[CH2:26][CH2:27]3)[C:18]([O:20][CH3:21])=[O:19])[CH2:12][CH2:11]2)=[CH:2]1. (3) Given the reactants C(OOC(=O)C1C=CC=CC=1)(=O)C1C=CC=CC=1.[CH2:19]([O:21][C:22](=[O:31])[CH2:23][C:24]1[CH:29]=[C:28]([CH3:30])[CH:27]=[CH:26][N:25]=1)[CH3:20].C1C(=O)N([Br:39])C(=O)C1.C1CCCCC1, predict the reaction product. The product is: [Br:39][CH:23]([C:24]1[CH:29]=[C:28]([CH3:30])[CH:27]=[CH:26][N:25]=1)[C:22]([O:21][CH2:19][CH3:20])=[O:31]. (4) Given the reactants [O:1]=[C:2]1[N:10](COCC[Si](C)(C)C)[C:5]2=[N:6][CH:7]=[CH:8][CH:9]=[C:4]2[C:3]21[CH2:26][C:25]1[C:20](=[CH:21][CH:22]=[C:23]([C:27]([O:29][CH3:30])=[O:28])[CH:24]=1)[CH2:19]2.C(C(O)=O)(F)(F)F.C(N)CN, predict the reaction product. The product is: [O:1]=[C:2]1[NH:10][C:5]2=[N:6][CH:7]=[CH:8][CH:9]=[C:4]2[C:3]21[CH2:26][C:25]1[C:20](=[CH:21][CH:22]=[C:23]([C:27]([O:29][CH3:30])=[O:28])[CH:24]=1)[CH2:19]2. (5) Given the reactants [CH2:1](N(CC)CC)C.[NH2:8][C@H:9]([CH:12]([CH3:14])[CH3:13])[CH2:10][OH:11].[Cl:15][C:16]1[C:21]([S:22]([N:25]([O:27][CH3:28])[CH3:26])(=[O:24])=[O:23])=[C:20]([OH:29])[C:19]([NH:30][C:31]2[C:34](=O)[C:33](=[O:36])[C:32]=2[O:37]CC)=[CH:18][CH:17]=1, predict the reaction product. The product is: [Cl:15][C:16]1[C:21]([S:22]([N:25]([O:27][CH3:28])[CH3:26])(=[O:23])=[O:24])=[C:20]([OH:29])[C:19]([NH:30][C:31]2[C:32](=[O:37])[C:33](=[O:36])[C:34]=2[NH:8][C@@H:9]([CH2:10][O:11][CH3:1])[CH:12]([CH3:14])[CH3:13])=[CH:18][CH:17]=1. (6) Given the reactants [Cl:1][C:2]1[CH:3]=[C:4]([C:8]2[C:17]3[C:12](=[CH:13][CH:14]=[C:15]([CH:18]([C:20]4[N:24]([CH3:25])[CH:23]=[N:22][CH:21]=4)O)[CH:16]=3)[N:11]3[N:26]=[N:27][N:28]=[C:10]3[N:9]=2)[CH:5]=[CH:6][CH:7]=1.S(Cl)([Cl:31])=O, predict the reaction product. The product is: [Cl:31][CH:18]([C:20]1[N:24]([CH3:25])[CH:23]=[N:22][CH:21]=1)[C:15]1[CH:16]=[C:17]2[C:12](=[CH:13][CH:14]=1)[N:11]1[N:26]=[N:27][N:28]=[C:10]1[N:9]=[C:8]2[C:4]1[CH:5]=[CH:6][CH:7]=[C:2]([Cl:1])[CH:3]=1. (7) Given the reactants [CH3:1][O:2][CH2:3][O:4][C:5]1[C:6]([C:20](=[O:29])[C:21]2[CH:26]=[CH:25][C:24]([O:27][CH3:28])=[CH:23][CH:22]=2)=[C:7]([CH2:15][C:16]([O:18][CH3:19])=[O:17])[CH:8]=[C:9]([O:11][CH2:12][O:13][CH3:14])[CH:10]=1.II.FC(F)(F)C(O[I:37](C1C=CC=CC=1)OC(=O)C(F)(F)F)=O.S([O-])([O-])(=O)=S.[Na+].[Na+], predict the reaction product. The product is: [CH3:14][O:13][CH2:12][O:11][C:9]1[C:8]([I:37])=[C:7]([CH2:15][C:16]([O:18][CH3:19])=[O:17])[C:6]([C:20](=[O:29])[C:21]2[CH:22]=[CH:23][C:24]([O:27][CH3:28])=[CH:25][CH:26]=2)=[C:5]([O:4][CH2:3][O:2][CH3:1])[CH:10]=1.